Dataset: Peptide-MHC class II binding affinity with 134,281 pairs from IEDB. Task: Regression. Given a peptide amino acid sequence and an MHC pseudo amino acid sequence, predict their binding affinity value. This is MHC class II binding data. The MHC is HLA-DPA10103-DPB10301 with pseudo-sequence HLA-DPA10103-DPB10301. The peptide sequence is NLNIKLNMPLYIAGN. The binding affinity (normalized) is 0.578.